From a dataset of Catalyst prediction with 721,799 reactions and 888 catalyst types from USPTO. Predict which catalyst facilitates the given reaction. (1) Reactant: I[C:2]1[C:10]2[C:5](=[CH:6][CH:7]=[C:8]([NH:11][S:12]([C:15]3[CH:20]=[CH:19][CH:18]=[CH:17][C:16]=3[S:21]([CH3:24])(=[O:23])=[O:22])(=[O:14])=[O:13])[CH:9]=2)[N:4](C(OC(C)(C)C)=O)[N:3]=1.[C:32]([C:34]1[CH:35]=[C:36](B(O)O)[CH:37]=[CH:38][CH:39]=1)#[N:33].C(=O)([O-])O.[Na+]. Product: [C:32]([C:34]1[CH:39]=[C:38]([C:2]2[C:10]3[C:5](=[CH:6][CH:7]=[C:8]([NH:11][S:12]([C:15]4[CH:20]=[CH:19][CH:18]=[CH:17][C:16]=4[S:21]([CH3:24])(=[O:23])=[O:22])(=[O:13])=[O:14])[CH:9]=3)[NH:4][N:3]=2)[CH:37]=[CH:36][CH:35]=1)#[N:33]. The catalyst class is: 9. (2) Reactant: [CH3:1][O:2][C:3]1[N:8]=[C:7]([O:9][CH3:10])[C:6](B(O)O)=[CH:5][N:4]=1.Br[C:15]1[CH:16]=[C:17]([CH:19]=[CH:20][CH:21]=1)[NH2:18].C([O-])([O-])=O.[Na+].[Na+]. Product: [CH3:1][O:2][C:3]1[N:8]=[C:7]([O:9][CH3:10])[C:6]([C:15]2[CH:16]=[C:17]([NH2:18])[CH:19]=[CH:20][CH:21]=2)=[CH:5][N:4]=1. The catalyst class is: 104. (3) Reactant: [F:1][C:2]1[C:3]([C:34]2[N:35]([CH:40]([CH3:42])[CH3:41])[C:36]([CH3:39])=[N:37][CH:38]=2)=[N:4][C:5]([NH:8][CH:9]2[CH2:14][CH2:13][N:12]([S:15]([CH:18]3[CH2:23][CH2:22][N:21](C(OCC4C=CC=CC=4)=O)[CH2:20][CH2:19]3)(=[O:17])=[O:16])[CH2:11][CH2:10]2)=[N:6][CH:7]=1.[H][H]. Product: [F:1][C:2]1[C:3]([C:34]2[N:35]([CH:40]([CH3:42])[CH3:41])[C:36]([CH3:39])=[N:37][CH:38]=2)=[N:4][C:5]([NH:8][CH:9]2[CH2:14][CH2:13][N:12]([S:15]([CH:18]3[CH2:23][CH2:22][NH:21][CH2:20][CH2:19]3)(=[O:16])=[O:17])[CH2:11][CH2:10]2)=[N:6][CH:7]=1. The catalyst class is: 19. (4) Reactant: [C:1]1([S:7]([N:10]2[C:14]3=[N:15][C:16]([O:19][CH3:20])=[CH:17][CH:18]=[C:13]3[CH:12]=[CH:11]2)(=[O:9])=[O:8])[CH:6]=[CH:5][CH:4]=[CH:3][CH:2]=1.C([N-][CH:25]([CH3:27])[CH3:26])(C)C.[Li+].C([Li])C[CH2:31][CH3:32].CCCCCC.C(NC(C)C)(C)C.[CH:47]1([CH:52]=[O:53])CCCC1. Product: [C:1]1([S:7]([N:10]2[C:14]3=[N:15][C:16]([O:19][CH3:20])=[CH:17][CH:18]=[C:13]3[CH:12]=[C:11]2[CH:52]([OH:53])[CH2:47][CH:26]2[CH2:25][CH2:27][CH2:32][CH2:31]2)(=[O:9])=[O:8])[CH:2]=[CH:3][CH:4]=[CH:5][CH:6]=1. The catalyst class is: 7.